This data is from Full USPTO retrosynthesis dataset with 1.9M reactions from patents (1976-2016). The task is: Predict the reactants needed to synthesize the given product. The reactants are: Cl[C:2]1[N:3]=[N:4][CH:5]=[C:6]([Cl:9])[C:7]=1[NH2:8].[CH2:10]([NH2:13])[CH2:11][CH3:12]. Given the product [Cl:9][C:6]1[C:7]([NH2:8])=[C:2]([NH:13][CH2:10][CH2:11][CH3:12])[N:3]=[N:4][CH:5]=1, predict the reactants needed to synthesize it.